Predict the reaction yield, written as a fraction of the theoretical maximum amount of product (1.0 means a 100% yield; for example, 0.34 means a 34% yield). From a dataset of Reaction yield outcomes from USPTO patents with 853,638 reactions. (1) The reactants are C(=O)(OCC)[O:2][C:3]1[CH:8]=[C:7]([N+:9]([O-:11])=[O:10])[C:6]([CH3:12])=[CH:5][C:4]=1[CH:13]1[CH:20]2[CH2:21][CH:16]3[CH2:17][CH:18]([CH2:22][CH:14]1[CH2:15]3)[CH2:19]2.N1CCCCC1. The catalyst is C(Cl)Cl. The product is [CH:14]12[CH2:15][CH:16]3[CH2:17][CH:18]([CH2:19][CH:20]([CH2:21]3)[CH:13]1[C:4]1[CH:5]=[C:6]([CH3:12])[C:7]([N+:9]([O-:11])=[O:10])=[CH:8][C:3]=1[OH:2])[CH2:22]2. The yield is 0.770. (2) The reactants are C(NC(C)C)(C)C.[Li]CCCC.[Br:13][C:14]1[CH:19]=[CH:18][C:17]([F:20])=[C:16]([CH3:21])[CH:15]=1.CN([CH:25]=[O:26])C. The catalyst is C1COCC1. The product is [Br:13][C:14]1[CH:15]=[C:16]([CH3:21])[C:17]([F:20])=[C:18]([CH:19]=1)[CH:25]=[O:26]. The yield is 0.640. (3) The reactants are [N:1]12[CH2:8][CH2:7][C:4]([C:9]([C:17]3[CH:22]=[CH:21][CH:20]=[CH:19][CH:18]=3)([C:11]3[CH:16]=[CH:15][CH:14]=[CH:13][CH:12]=3)[OH:10])([CH2:5][CH2:6]1)[CH2:3][CH2:2]2.[Br:23][CH2:24][CH:25]1[O:29][CH2:28][CH2:27][O:26]1. The catalyst is CC#N. The product is [Br-:23].[O:26]1[CH2:27][CH2:28][O:29][CH:25]1[CH2:24][N+:1]12[CH2:6][CH2:5][C:4]([C:9]([OH:10])([C:17]3[CH:22]=[CH:21][CH:20]=[CH:19][CH:18]=3)[C:11]3[CH:12]=[CH:13][CH:14]=[CH:15][CH:16]=3)([CH2:3][CH2:2]1)[CH2:7][CH2:8]2. The yield is 0.124. (4) The reactants are CS([C:5]1[N:6]=[CH:7][C:8]2[CH2:14][N:13]([C:15]([O:17][C:18]([CH3:21])([CH3:20])[CH3:19])=[O:16])[CH2:12][CH2:11][C:9]=2[N:10]=1)(=O)=O.[CH:22]1([NH2:25])[CH2:24][CH2:23]1. The catalyst is C(O)C. The product is [CH:22]1([NH:25][C:5]2[N:6]=[CH:7][C:8]3[CH2:14][N:13]([C:15]([O:17][C:18]([CH3:21])([CH3:20])[CH3:19])=[O:16])[CH2:12][CH2:11][C:9]=3[N:10]=2)[CH2:24][CH2:23]1. The yield is 0.504. (5) The reactants are [CH2:1]([O:3][C:4](=[O:14])[C:5]1[C:10](Cl)=[CH:9][C:8](Cl)=[N:7][C:6]=1[CH3:13])C.[CH3:15][O-:16].[Na+].[CH3:18][OH:19]. No catalyst specified. The product is [CH3:1][O:3][C:4](=[O:14])[C:5]1[C:10]([O:16][CH3:15])=[CH:9][C:8]([O:19][CH3:18])=[N:7][C:6]=1[CH3:13]. The yield is 0.670. (6) The catalyst is C1(C)C=CC=CC=1.C1(P([Pd-4](P(C2C=CC=CC=2)(C2C=CC=CC=2)C2C=CC=CC=2)(P(C2C=CC=CC=2)(C2C=CC=CC=2)C2C=CC=CC=2)P(C2C=CC=CC=2)(C2C=CC=CC=2)C2C=CC=CC=2)(C2C=CC=CC=2)C2C=CC=CC=2)C=CC=CC=1. The product is [Cl:1][C:2]1[N:3]=[C:4]([C:14]2[CH:19]=[CH:18][CH:17]=[CH:16][CH:15]=2)[C:5]2[N:11]=[CH:10][C:9]([Cl:12])=[CH:8][C:6]=2[N:7]=1. The reactants are [Cl:1][C:2]1[N:3]=[C:4](Cl)[C:5]2[N:11]=[CH:10][C:9]([Cl:12])=[CH:8][C:6]=2[N:7]=1.[C:14]1(B(O)O)[CH:19]=[CH:18][CH:17]=[CH:16][CH:15]=1.C(=O)([O-])[O-].[K+].[K+]. The yield is 0.840.